This data is from Reaction yield outcomes from USPTO patents with 853,638 reactions. The task is: Predict the reaction yield, written as a fraction of the theoretical maximum amount of product (1.0 means a 100% yield; for example, 0.34 means a 34% yield). (1) The reactants are Br[C:2]1[CH:7]=[C:6]([F:8])[CH:5]=[C:4]([N+:9]([O-:11])=[O:10])[C:3]=1[O:12][CH3:13].[C:14]([C:17]1[CH:18]=[C:19](B(O)O)[CH:20]=[CH:21][CH:22]=1)([OH:16])=[O:15]. The catalyst is C(=O)([O-])[O-].[Na+].[Na+].O1CCOCC1.C1C=CC([P]([Pd]([P](C2C=CC=CC=2)(C2C=CC=CC=2)C2C=CC=CC=2)([P](C2C=CC=CC=2)(C2C=CC=CC=2)C2C=CC=CC=2)[P](C2C=CC=CC=2)(C2C=CC=CC=2)C2C=CC=CC=2)(C2C=CC=CC=2)C2C=CC=CC=2)=CC=1. The product is [F:8][C:6]1[CH:5]=[C:4]([N+:9]([O-:11])=[O:10])[C:3]([O:12][CH3:13])=[C:2]([C:21]2[CH:20]=[CH:19][CH:18]=[C:17]([C:14]([OH:16])=[O:15])[CH:22]=2)[CH:7]=1. The yield is 0.417. (2) The reactants are [F:1][C:2]1[CH:20]=[CH:19][C:5]([CH2:6][NH:7][C@@H:8]2[C@H:13]3[CH2:14][C@H:10]([CH2:11][CH2:12]3)[C@@H:9]2[C:15](OC)=[O:16])=[CH:4][CH:3]=1.[CH3:21][S:22]([NH:25][C:26]1[CH:41]=[CH:40][C:29]2[NH:30][C:31]([CH2:36][C:37](O)=[O:38])=[N:32][S:33](=[O:35])(=[O:34])[C:28]=2[CH:27]=1)(=[O:24])=[O:23].CN1CCOCC1.Cl.CN(C)CCCN=C=NCC.C(N(CC)CC)C. The catalyst is CN(C)C=O.C(OCC)(=O)C.CO. The product is [F:1][C:2]1[CH:3]=[CH:4][C:5]([CH2:6][N:7]2[C:37](=[O:38])[C:36]([C:31]3[NH:30][C:29]4[CH:40]=[CH:41][C:26]([NH:25][S:22]([CH3:21])(=[O:24])=[O:23])=[CH:27][C:28]=4[S:33](=[O:35])(=[O:34])[N:32]=3)=[C:15]([OH:16])[C@@H:9]3[C@H:8]2[C@H:13]2[CH2:14][C@@H:10]3[CH2:11][CH2:12]2)=[CH:19][CH:20]=1. The yield is 0.460. (3) The reactants are O1CCCC1.CS(C)=O.[O:10]1[CH2:14][CH2:13][CH2:12][CH:11]1[CH2:15][CH2:16][C:17]1[CH:22]=[CH:21][C:20](/[CH:23]=[CH:24]/[N+:25]([O-:27])=[O:26])=[CH:19][CH:18]=1.C(O)(=O)C.[BH4-].[Na+]. The catalyst is O. The product is [O:10]1[CH2:14][CH2:13][CH2:12][CH:11]1[CH2:15][CH2:16][C:17]1[CH:22]=[CH:21][C:20]([CH2:23][CH2:24][N+:25]([O-:27])=[O:26])=[CH:19][CH:18]=1. The yield is 0.650. (4) The reactants are [C:1]([CH2:3][C:4](O)=[O:5])#[N:2].[CH:7]1([CH2:13][NH:14][C:15]([NH:17][CH2:18][CH:19]2[CH2:24][CH2:23][CH2:22][CH2:21][CH2:20]2)=[O:16])[CH2:12][CH2:11][CH2:10][CH2:9][CH2:8]1. The yield is 0.940. The product is [NH2:2][C:1]1[N:14]([CH2:13][CH:7]2[CH2:8][CH2:9][CH2:10][CH2:11][CH2:12]2)[C:15](=[O:16])[N:17]([CH2:18][CH:19]2[CH2:24][CH2:23][CH2:22][CH2:21][CH2:20]2)[C:4](=[O:5])[CH:3]=1. The catalyst is C(OC(=O)C)(=O)C. (5) The reactants are [Cl:1][C:2]1[CH:7]=[CH:6][CH:5]=[C:4]([Cl:8])[C:3]=1[CH:9]1[C:14]([C:15]([O:17][CH3:18])=[O:16])=[C:13]([CH2:19][CH2:20][C:21]2[S:22][CH:23]=[CH:24][N:25]=2)[NH:12][C:11]([CH2:26][C:27](O)=[O:28])=[C:10]1[C:30]([O:32][CH3:33])=[O:31].[CH3:34][CH:35]1[CH:40]2[CH2:41][CH2:42][CH:36]1[CH2:37][CH:38]([N:43]1[CH2:48][CH2:47][NH:46][CH2:45][CH2:44]1)[CH2:39]2.O. The catalyst is C(Cl)Cl. The product is [Cl:1][C:2]1[CH:7]=[CH:6][CH:5]=[C:4]([Cl:8])[C:3]=1[CH:9]1[C:14]([C:15]([O:17][CH3:18])=[O:16])=[C:13]([CH2:19][CH2:20][C:21]2[S:22][CH:23]=[CH:24][N:25]=2)[NH:12][C:11]([CH2:26][C:27]([N:46]2[CH2:45][CH2:44][N:43]([CH:38]3[CH2:39][CH:40]4[CH:35]([CH3:34])[CH:36]([CH2:42][CH2:41]4)[CH2:37]3)[CH2:48][CH2:47]2)=[O:28])=[C:10]1[C:30]([O:32][CH3:33])=[O:31]. The yield is 0.730. (6) The reactants are [CH3:1][C:2]1[C:6]([C:7]2[CH:8]=[C:9]([NH2:16])[C:10]3[N:14]=[CH:13][NH:12][C:11]=3[CH:15]=2)=[C:5]([CH3:17])[O:4][N:3]=1.C(=O)([O-])[O-].[K+].[K+].[CH2:24](Cl)[C:25]1[CH:30]=[CH:29][CH:28]=[CH:27][CH:26]=1. The catalyst is CC#N.C(Cl)Cl. The product is [CH2:24]([N:12]1[C:11]2[CH:15]=[C:7]([C:6]3[C:2]([CH3:1])=[N:3][O:4][C:5]=3[CH3:17])[CH:8]=[C:9]([NH2:16])[C:10]=2[N:14]=[CH:13]1)[C:25]1[CH:30]=[CH:29][CH:28]=[CH:27][CH:26]=1. The yield is 0.270. (7) The reactants are [CH:1]1([C:4]2[N:8]=[C:7]([C:9]3[NH:10][C:11]4[C:16]([C:17]=3[CH:18]=[O:19])=[CH:15][C:14]([O:20][CH3:21])=[CH:13][CH:12]=4)[O:6][N:5]=2)[CH2:3][CH2:2]1.[H-].[Na+].Cl[CH2:25][CH2:26][N:27]1[CH2:32][CH2:31][N:30]([CH3:33])[CH2:29][CH2:28]1. The catalyst is CN(C=O)C.CCOC(C)=O. The product is [CH:1]1([C:4]2[N:8]=[C:7]([C:9]3[N:10]([CH2:25][CH2:26][N:27]4[CH2:32][CH2:31][N:30]([CH3:33])[CH2:29][CH2:28]4)[C:11]4[C:16]([C:17]=3[CH:18]=[O:19])=[CH:15][C:14]([O:20][CH3:21])=[CH:13][CH:12]=4)[O:6][N:5]=2)[CH2:2][CH2:3]1. The yield is 0.400.